Dataset: Full USPTO retrosynthesis dataset with 1.9M reactions from patents (1976-2016). Task: Predict the reactants needed to synthesize the given product. (1) Given the product [CH:1]1([C:8]2[CH:13]=[CH:12][C:11]([F:14])=[C:10]([N+:15]([O-:17])=[O:16])[CH:9]=2)[CH2:3][CH2:2]1, predict the reactants needed to synthesize it. The reactants are: [CH:1]1(B(O)O)[CH2:3][CH2:2]1.Br[C:8]1[CH:13]=[CH:12][C:11]([F:14])=[C:10]([N+:15]([O-:17])=[O:16])[CH:9]=1.C(=O)([O-])[O-].[K+].[K+]. (2) Given the product [CH2:1]([O:3][C:4](=[O:18])[C:5]([O:8][C:9]1[CH:14]=[CH:13][C:12]([CH2:15][NH:16][C:46]([C:45]2[CH:44]=[N:43][C:42]([C:49]3[CH:54]=[CH:53][C:52]([C:55]([F:58])([F:56])[F:57])=[CH:51][CH:50]=3)=[CH:41][C:40]=2[C:39]([F:38])([F:59])[F:60])=[O:47])=[C:11]([Cl:17])[CH:10]=1)([CH3:7])[CH3:6])[CH3:2], predict the reactants needed to synthesize it. The reactants are: [CH2:1]([O:3][C:4](=[O:18])[C:5]([O:8][C:9]1[CH:14]=[CH:13][C:12]([CH2:15][NH2:16])=[C:11]([Cl:17])[CH:10]=1)([CH3:7])[CH3:6])[CH3:2].ClC1C=C(O)C=CC=1C=O.C(CC(Br)(C)C([O-])=O)C.[F:38][C:39]([F:60])([F:59])[C:40]1[C:45]([C:46](O)=[O:47])=[CH:44][N:43]=[C:42]([C:49]2[CH:54]=[CH:53][C:52]([C:55]([F:58])([F:57])[F:56])=[CH:51][CH:50]=2)[CH:41]=1.COC(=O)C1C(C(F)(F)F)=CC(C2C=CC(C(F)(F)F)=CC=2)=NC=1. (3) Given the product [CH2:23]([O:5][C:4](=[O:6])[CH2:3][CH:2]([CH3:1])[CH2:7][CH2:8][CH2:9][CH:10]([CH3:22])[CH2:11][CH2:12][CH2:13][CH:14]([CH3:21])[CH2:15][CH2:16][CH2:17][CH:18]([CH3:20])[CH3:19])[CH3:24], predict the reactants needed to synthesize it. The reactants are: [CH3:1][CH:2]([CH2:7][CH2:8][CH2:9][CH:10]([CH3:22])[CH2:11][CH2:12][CH2:13][CH:14]([CH3:21])[CH2:15][CH2:16][CH2:17][CH:18]([CH3:20])[CH3:19])[CH2:3][C:4]([OH:6])=[O:5].[CH2:23](O)[CH3:24].OS(O)(=O)=O. (4) Given the product [Br:1][C:2]1[CH:7]=[CH:6][C:5]([C:8]([CH3:12])([CH3:11])[CH:9]=[O:25])=[C:4]([F:13])[CH:3]=1, predict the reactants needed to synthesize it. The reactants are: [Br:1][C:2]1[CH:7]=[CH:6][C:5]([C:8]([CH3:12])([CH3:11])[C:9]#N)=[C:4]([F:13])[CH:3]=1.CC(C[AlH]CC(C)C)C.Cl.C(=O)(O)[O-:25].[Na+]. (5) Given the product [Br:1][C:2]1[CH:3]=[CH:4][C:5]([O:8][CH2:9][CH2:10][CH:11]2[CH2:12][CH2:13][N:14]([C:24]([O:26][CH2:27][C:28]([O:30][CH2:31][CH3:32])=[O:29])=[O:23])[CH2:15][CH2:16]2)=[CH:6][CH:7]=1, predict the reactants needed to synthesize it. The reactants are: [Br:1][C:2]1[CH:7]=[CH:6][C:5]([O:8][CH2:9][CH2:10][CH:11]2[CH2:16][CH2:15][NH:14][CH2:13][CH2:12]2)=[CH:4][CH:3]=1.C1([O:23][C:24]([O:26][CH2:27][C:28]([O:30][CH2:31][CH3:32])=[O:29])=O)C=CC=CC=1. (6) Given the product [Br:7][C:8]1[CH:17]=[CH:16][C:11]([CH2:12][OH:13])=[CH:10][C:9]=1[O:18][CH:19]1[CH2:24][CH2:23][CH2:22][CH2:21][O:20]1, predict the reactants needed to synthesize it. The reactants are: [H-].[H-].[H-].[H-].[Li+].[Al+3].[Br:7][C:8]1[CH:17]=[CH:16][C:11]([C:12](OC)=[O:13])=[CH:10][C:9]=1[O:18][CH:19]1[CH2:24][CH2:23][CH2:22][CH2:21][O:20]1.